Predict the product of the given reaction. From a dataset of Forward reaction prediction with 1.9M reactions from USPTO patents (1976-2016). (1) The product is: [C:27]([O:31][C:32]([NH:34][C:35]([CH3:36])([C:37]([O:13][C:7]1[C:8]([O:12][C:72](=[O:74])[CH3:73])=[C:9]2[C:4](=[C:5]3[CH:17]=[CH:16][CH:15]=[CH:14][C:6]=13)[O:3][C:2]([CH3:18])([CH3:1])[CH2:11][CH2:10]2)=[O:39])[CH3:40])=[O:33])([CH3:28])([CH3:29])[CH3:30]. Given the reactants [CH3:1][C:2]1([CH3:18])[CH2:11][CH2:10][C:9]2[C:8](=[O:12])[C:7](=[O:13])[C:6]3[CH:14]=[CH:15][CH:16]=[CH:17][C:5]=3[C:4]=2[O:3]1.[O-]S(S([O-])=O)=O.[Na+].[Na+].[C:27]([O:31][C:32]([NH:34][C:35]([CH3:40])([C:37]([OH:39])=O)[CH3:36])=[O:33])([CH3:30])([CH3:29])[CH3:28].C(N(CC)CC)C.CN(C(ON1N=NC2C=CC=CC1=2)=[N+](C)C)C.F[P-](F)(F)(F)(F)F.[C:72](OC(=O)C)(=[O:74])[CH3:73], predict the reaction product. (2) Given the reactants [F:1][C:2]1[CH:7]=[CH:6][C:5]([N:8]2[C:16]3[C:11](=[CH:12][C:13]([CH:17]([C:23]4[CH:28]=[CH:27][CH:26]=[CH:25][CH:24]=4)[C:18]([CH3:22])([CH3:21])[CH2:19][OH:20])=[CH:14][CH:15]=3)[CH:10]=[N:9]2)=[CH:4][CH:3]=1.CC(OI1(OC(C)=O)(OC(C)=O)OC(=O)C2C=CC=CC1=2)=O.[OH-].[Na+], predict the reaction product. The product is: [F:1][C:2]1[CH:3]=[CH:4][C:5]([N:8]2[C:16]3[C:11](=[CH:12][C:13]([CH:17]([C:23]4[CH:24]=[CH:25][CH:26]=[CH:27][CH:28]=4)[C:18]([CH3:22])([CH3:21])[CH:19]=[O:20])=[CH:14][CH:15]=3)[CH:10]=[N:9]2)=[CH:6][CH:7]=1. (3) Given the reactants [NH2:1][C:2]1[C:10]([CH3:11])=[CH:9][CH:8]=[CH:7][C:3]=1[C:4]([OH:6])=O.[NH3:12].[CH:13]1([N:17]2[CH2:22][CH2:21][CH:20]([O:23][C:24]3[CH:31]=[CH:30][C:27]([CH:28]=O)=[CH:26][CH:25]=3)[CH2:19][CH2:18]2)[CH2:16][CH2:15][CH2:14]1, predict the reaction product. The product is: [CH:13]1([N:17]2[CH2:22][CH2:21][CH:20]([O:23][C:24]3[CH:31]=[CH:30][C:27]([C:28]4[NH:12][C:4](=[O:6])[C:3]5[C:2](=[C:10]([CH3:11])[CH:9]=[CH:8][CH:7]=5)[N:1]=4)=[CH:26][CH:25]=3)[CH2:19][CH2:18]2)[CH2:16][CH2:15][CH2:14]1.